This data is from Catalyst prediction with 721,799 reactions and 888 catalyst types from USPTO. The task is: Predict which catalyst facilitates the given reaction. (1) Reactant: [Cl:1][C:2]1[CH:19]=[C:18]([N+:20]([O-])=O)[CH:17]=[CH:16][C:3]=1[O:4][C:5]1[CH:13]=[C:12]2[C:8]([CH:9]=[N:10][C:11]2([CH3:15])[CH3:14])=[CH:7][CH:6]=1.O.[Cl-].[Ca+2].[Cl-]. Product: [Cl:1][C:2]1[CH:19]=[C:18]([CH:17]=[CH:16][C:3]=1[O:4][C:5]1[CH:13]=[C:12]2[C:8]([CH:9]=[N:10][C:11]2([CH3:15])[CH3:14])=[CH:7][CH:6]=1)[NH2:20]. The catalyst class is: 8. (2) Reactant: [CH:1]1C=C(Cl)C=C(C(OO)=O)[CH:2]=1.[Cl:12][C:13]1[CH:18]=[CH:17][C:16]([S:19]([C:22]2[C:30]3[C:25](=[CH:26][CH:27]=[C:28]([CH3:31])[CH:29]=3)[N:24]([CH2:32][C:33]([OH:35])=[O:34])[C:23]=2[CH3:36])(=[O:21])=[O:20])=[CH:15][CH:14]=1. Product: [Cl:12][C:13]1[CH:14]=[CH:15][C:16]([S:19]([C:22]2[C:30]3[C:25](=[CH:26][CH:27]=[C:28]([CH3:31])[CH:29]=3)[N:24]([CH2:32][C:33]([O:35][CH2:1][CH3:2])=[O:34])[C:23]=2[CH3:36])(=[O:21])=[O:20])=[CH:17][CH:18]=1. The catalyst class is: 4. (3) Reactant: [Cl:1][C:2]1[CH:7]=[CH:6][C:5]([C:8]([CH3:16])([CH3:15])[CH2:9][C:10]([O:12][CH2:13][CH3:14])=[O:11])=[CH:4][C:3]=1[N+:17]([O-])=O.[H][H]. Product: [NH2:17][C:3]1[CH:4]=[C:5]([C:8]([CH3:15])([CH3:16])[CH2:9][C:10]([O:12][CH2:13][CH3:14])=[O:11])[CH:6]=[CH:7][C:2]=1[Cl:1]. The catalyst class is: 153. (4) Reactant: [C:1]1([CH3:12])[CH:6]=[C:5]([CH3:7])[CH:4]=[C:3]([CH3:8])[C:2]=1[C:9]#[N+:10][O-:11].[Cl:13][C:14]1[CH:19]=[C:18]([C:20]#[CH:21])[CH:17]=[CH:16][C:15]=1[S:22]([NH2:25])(=[O:24])=[O:23]. Product: [Cl:13][C:14]1[CH:19]=[C:18]([C:20]2[O:11][N:10]=[C:9]([C:2]3[C:3]([CH3:8])=[CH:4][C:5]([CH3:7])=[CH:6][C:1]=3[CH3:12])[CH:21]=2)[CH:17]=[CH:16][C:15]=1[S:22]([NH2:25])(=[O:24])=[O:23]. The catalyst class is: 22. (5) Reactant: FC(F)(F)C(O)=O.[N:8]([C:11]1[CH:77]=[CH:76][C:14]([CH2:15][O:16][C:17]([NH:19][CH2:20][CH2:21][CH2:22][C@@H:23]([NH:68]C(OC(C)(C)C)=O)[C:24]([O:26][C@H:27]2[C@@H:31]([OH:32])[C@H:30]([N:33]3[CH:41]=[N:40][C:39]4[C:34]3=[N:35][CH:36]=[N:37][C:38]=4[NH2:42])[O:29][C@H:28]2[CH2:43][O:44][P:45]([O:48][C@H:49]2[CH2:53][C@H:52]([N:54]3[CH:59]=[CH:58][C:57]([NH2:60])=[N:56][C:55]3=[O:61])[O:51][C@@H:50]2[CH2:62][O:63][P:64]([OH:67])([OH:66])=[O:65])([OH:47])=[O:46])=[O:25])=[O:18])=[CH:13][CH:12]=1)=[N+:9]=[N-:10]. Product: [NH2:68][C@H:23]([CH2:22][CH2:21][CH2:20][NH:19][C:17]([O:16][CH2:15][C:14]1[CH:13]=[CH:12][C:11]([N:8]=[N+:9]=[N-:10])=[CH:77][CH:76]=1)=[O:18])[C:24]([O:26][C@H:27]1[C@@H:31]([OH:32])[C@H:30]([N:33]2[CH:41]=[N:40][C:39]3[C:34]2=[N:35][CH:36]=[N:37][C:38]=3[NH2:42])[O:29][C@H:28]1[CH2:43][O:44][P:45]([O:48][C@H:49]1[CH2:53][C@H:52]([N:54]2[CH:59]=[CH:58][C:57]([NH2:60])=[N:56][C:55]2=[O:61])[O:51][C@@H:50]1[CH2:62][O:63][P:64]([OH:67])([OH:66])=[O:65])([OH:47])=[O:46])=[O:25]. The catalyst class is: 4.